Dataset: Full USPTO retrosynthesis dataset with 1.9M reactions from patents (1976-2016). Task: Predict the reactants needed to synthesize the given product. (1) Given the product [CH2:10]([O:9][C:7](=[O:8])[CH2:6][CH:5]([N:12]1[CH:17]=[CH:16][C:15](=[O:18])[NH:14][C:13]1=[O:19])[CH2:4][OH:3])[CH3:11], predict the reactants needed to synthesize it. The reactants are: C([O:3][C:4](=O)[CH:5]([N:12]1[CH:17]=[CH:16][C:15](=[O:18])[NH:14][C:13]1=[O:19])[CH2:6][C:7]([O:9][CH2:10][CH3:11])=[O:8])C.[BH4-].[Na+]. (2) Given the product [F:15][C:12]1[C:11]2[NH:10][CH:9]([C:16]3[CH:21]=[CH:20][CH:19]=[C:18]([N:22]4[CH2:23][CH2:24][O:25][CH2:26][CH2:27]4)[CH:17]=3)[C:8]([CH3:29])([CH3:28])[CH2:7][C:6]=2[C:5]([C:3]([OH:4])=[O:2])=[CH:14][CH:13]=1, predict the reactants needed to synthesize it. The reactants are: C[O:2][C:3]([C:5]1[C:6]2[CH2:7][C:8]([CH3:29])([CH3:28])[CH:9]([C:16]3[CH:21]=[CH:20][CH:19]=[C:18]([N:22]4[CH2:27][CH2:26][O:25][CH2:24][CH2:23]4)[CH:17]=3)[NH:10][C:11]=2[C:12]([F:15])=[CH:13][CH:14]=1)=[O:4].[OH-].[Na+].Cl. (3) Given the product [O:18]1[C:11]2[CH:12]=[CH:13][CH:14]=[CH:15][C:10]=2[C:9]([NH:8][C:5]2[CH:6]=[CH:7][C:2]([Br:1])=[CH:3][CH:4]=2)=[N:17]1, predict the reactants needed to synthesize it. The reactants are: [Br:1][C:2]1[CH:7]=[CH:6][C:5]([NH:8][C:9](=[N:17][OH:18])[C:10]2[CH:15]=[CH:14][CH:13]=[CH:12][C:11]=2F)=[CH:4][CH:3]=1.CC(C)([O-])C.[K+]. (4) Given the product [CH2:9]([S:11]([C:14]1[CH:15]=[C:16]([C:20]2[C:25]3[C:26]4[CH:32]=[C:31]([CH3:33])[CH:30]=[N:29][C:27]=4[NH:28][C:24]=3[C:23]([NH:1][CH:2]3[CH2:7][CH2:6][N:5]([CH3:8])[CH2:4][CH2:3]3)=[N:22][CH:21]=2)[CH:17]=[CH:18][CH:19]=1)(=[O:12])=[O:13])[CH3:10], predict the reactants needed to synthesize it. The reactants are: [NH2:1][CH:2]1[CH2:7][CH2:6][N:5]([CH3:8])[CH2:4][CH2:3]1.[CH2:9]([S:11]([C:14]1[CH:15]=[C:16]([C:20]2[C:25]3[C:26]4[CH:32]=[C:31]([CH3:33])[CH:30]=[N:29][C:27]=4[NH:28][C:24]=3[C:23](NCCCN(C)C)=[N:22][CH:21]=2)[CH:17]=[CH:18][CH:19]=1)(=[O:13])=[O:12])[CH3:10].